From a dataset of Peptide-MHC class I binding affinity with 185,985 pairs from IEDB/IMGT. Regression. Given a peptide amino acid sequence and an MHC pseudo amino acid sequence, predict their binding affinity value. This is MHC class I binding data. (1) The peptide sequence is YLHRDIFDI. The MHC is HLA-B40:01 with pseudo-sequence HLA-B40:01. The binding affinity (normalized) is 0.0847. (2) The peptide sequence is AVKDVTITKK. The MHC is HLA-A11:01 with pseudo-sequence HLA-A11:01. The binding affinity (normalized) is 0.577. (3) The peptide sequence is RPQKRPSCI. The MHC is HLA-A33:01 with pseudo-sequence HLA-A33:01. The binding affinity (normalized) is 0. (4) The peptide sequence is APGKSLGTL. The MHC is HLA-B07:02 with pseudo-sequence HLA-B07:02. The binding affinity (normalized) is 0.834. (5) The peptide sequence is SYVFNFHKY. The MHC is HLA-B15:09 with pseudo-sequence HLA-B15:09. The binding affinity (normalized) is 0.0847. (6) The MHC is H-2-Kd with pseudo-sequence H-2-Kd. The peptide sequence is SEDKIKAIP. The binding affinity (normalized) is 0.238. (7) The peptide sequence is EDGAEALGPFQ. The MHC is H-2-Kb with pseudo-sequence H-2-Kb. The binding affinity (normalized) is 0. (8) The peptide sequence is HECFVKRVDW. The MHC is HLA-B44:02 with pseudo-sequence HLA-B44:02. The binding affinity (normalized) is 0.472. (9) The peptide sequence is VLDMFRTAF. The MHC is HLA-A32:01 with pseudo-sequence HLA-A32:01. The binding affinity (normalized) is 0.334. (10) The MHC is HLA-B54:01 with pseudo-sequence HLA-B54:01. The peptide sequence is TPTIEDDKIV. The binding affinity (normalized) is 0.256.